From a dataset of Forward reaction prediction with 1.9M reactions from USPTO patents (1976-2016). Predict the product of the given reaction. (1) Given the reactants FC1C=CC(S([N:11]([S:17]([C:20]2[CH:25]=[CH:24][C:23]([N:26]3[CH2:30][CH2:29][C@@H:28](O)[C:27]3=[O:32])=[CH:22][CH:21]=2)(=[O:19])=[O:18])[C:12]2[S:13][CH:14]=[CH:15][N:16]=2)(=O)=O)=CC=1.CCN(C(C)C)C(C)C.S(OS(C(F)(F)F)(=O)=O)(C(F)(F)F)(=O)=O.[F:57][C:58]([F:70])([F:69])[C:59]1[CH:68]=[C:67]2[C:62]([CH2:63][CH2:64][NH:65][CH2:66]2)=[CH:61][CH:60]=1.N1CCOCC1, predict the reaction product. The product is: [O:32]=[C:27]1[C@@H:28]([N:65]2[CH2:64][CH2:63][C:62]3[C:67](=[CH:68][C:59]([C:58]([F:57])([F:70])[F:69])=[CH:60][CH:61]=3)[CH2:66]2)[CH2:29][CH2:30][N:26]1[C:23]1[CH:24]=[CH:25][C:20]([S:17]([NH:11][C:12]2[S:13][CH:14]=[CH:15][N:16]=2)(=[O:19])=[O:18])=[CH:21][CH:22]=1. (2) Given the reactants [CH2:1]([C@@H:3]([N:7]1[CH2:11][CH2:10][CH2:9][CH2:8]1)[C:4]#[C:5][CH3:6])[CH3:2], predict the reaction product. The product is: [CH2:1]([C@@H:3]([N:7]1[CH2:11][CH2:10][CH2:9][CH2:8]1)/[CH:4]=[CH:5]\[CH3:6])[CH3:2]. (3) The product is: [C:1]([Si:5]([CH3:13])([CH3:12])[O:6][CH2:7][CH2:8][CH:9]([OH:10])[CH2:11][NH:18][C:17]1[CH:19]=[CH:20][C:21]([CH3:22])=[C:15]([F:14])[CH:16]=1)([CH3:4])([CH3:3])[CH3:2]. Given the reactants [C:1]([Si:5]([CH3:13])([CH3:12])[O:6][CH2:7][CH2:8][CH:9]1[CH2:11][O:10]1)([CH3:4])([CH3:3])[CH3:2].[F:14][C:15]1[CH:16]=[C:17]([CH:19]=[CH:20][C:21]=1[CH3:22])[NH2:18], predict the reaction product. (4) The product is: [CH3:31][N:30]([C:13]1[CH:14]=[CH:15][C:16]([NH:19][C:20]([NH:22][C:23]2[CH:24]=[CH:25][CH:26]=[CH:27][CH:28]=2)=[O:21])=[CH:17][CH:18]=1)[S:8]([C:4]1[S:3][C:2]([Cl:1])=[N:6][C:5]=1[CH3:7])(=[O:10])=[O:9]. Given the reactants [Cl:1][C:2]1[S:3][C:4]([S:8](Cl)(=[O:10])=[O:9])=[C:5]([CH3:7])[N:6]=1.C[C:13]1[CH:18]=[CH:17][C:16]([NH:19][C:20]([NH:22][C:23]2[CH:28]=[CH:27][CH:26]=[CH:25][CH:24]=2)=[O:21])=[C:15](N)[CH:14]=1.[N:30]1C=CC=C[CH:31]=1, predict the reaction product. (5) Given the reactants [CH2:1]([CH:3]([O:6][C:7]1[CH:12]=[C:11]([CH3:13])[N:10]=[C:9]([O:14][C:15]2[C:20]([CH3:21])=[CH:19][C:18]([OH:22])=[CH:17][C:16]=2[CH3:23])[C:8]=1[CH3:24])[CH2:4][CH3:5])[CH3:2].[H-].[Na+].[CH3:27]I, predict the reaction product. The product is: [CH2:1]([CH:3]([O:6][C:7]1[CH:12]=[C:11]([CH3:13])[N:10]=[C:9]([O:14][C:15]2[C:20]([CH3:21])=[CH:19][C:18]([O:22][CH3:27])=[CH:17][C:16]=2[CH3:23])[C:8]=1[CH3:24])[CH2:4][CH3:5])[CH3:2]. (6) Given the reactants C(N(CC)CC)C.[OH:8][C@@H:9]([CH2:13][C:14]1[N:15]=[CH:16][NH:17][CH:18]=1)[C:10]([OH:12])=O.CN(C(ON1N=NC2C=CC=CC1=2)=[N+](C)C)C.[B-](F)(F)(F)F.Cl.[NH2:42][C@H:43]([CH2:62][C:63]1[CH:68]=[CH:67][C:66]([O:69][CH3:70])=[CH:65][CH:64]=1)[C:44]([N:46]1[CH2:49][C:48]([O:57][CH2:58][CH2:59][CH2:60][CH3:61])([C:50]2[CH:55]=[CH:54][CH:53]=[CH:52][C:51]=2[CH3:56])[CH2:47]1)=[O:45].[OH-].[Na+], predict the reaction product. The product is: [CH2:58]([O:57][C:48]1([C:50]2[CH:55]=[CH:54][CH:53]=[CH:52][C:51]=2[CH3:56])[CH2:49][N:46]([C:44](=[O:45])[C@H:43]([NH:42][C:10](=[O:12])[C@@H:9]([OH:8])[CH2:13][C:14]2[N:15]=[CH:16][NH:17][CH:18]=2)[CH2:62][C:63]2[CH:68]=[CH:67][C:66]([O:69][CH3:70])=[CH:65][CH:64]=2)[CH2:47]1)[CH2:59][CH2:60][CH3:61]. (7) Given the reactants [F:1][C:2]1[C:10]([F:11])=[CH:9][CH:8]=[CH:7][C:3]=1[C:4](Cl)=[O:5].[CH3:12][O:13][C:14]1[CH:15]=[C:16]([C:20]2([OH:26])[CH2:25][CH2:24][CH2:23][NH:22][CH2:21]2)[CH:17]=[CH:18][CH:19]=1, predict the reaction product. The product is: [F:1][C:2]1[C:10]([F:11])=[CH:9][CH:8]=[CH:7][C:3]=1[C:4]([N:22]1[CH2:23][CH2:24][CH2:25][C:20]([OH:26])([C:16]2[CH:17]=[CH:18][CH:19]=[C:14]([O:13][CH3:12])[CH:15]=2)[CH2:21]1)=[O:5].